This data is from NCI-60 drug combinations with 297,098 pairs across 59 cell lines. The task is: Regression. Given two drug SMILES strings and cell line genomic features, predict the synergy score measuring deviation from expected non-interaction effect. (1) Drug 1: CC1C(C(CC(O1)OC2CC(CC3=C2C(=C4C(=C3O)C(=O)C5=C(C4=O)C(=CC=C5)OC)O)(C(=O)CO)O)N)O.Cl. Drug 2: CCN(CC)CCCC(C)NC1=C2C=C(C=CC2=NC3=C1C=CC(=C3)Cl)OC. Cell line: EKVX. Synergy scores: CSS=17.8, Synergy_ZIP=-4.93, Synergy_Bliss=0.0330, Synergy_Loewe=-2.35, Synergy_HSA=-0.859. (2) Drug 1: CC1=C(C(=CC=C1)Cl)NC(=O)C2=CN=C(S2)NC3=CC(=NC(=N3)C)N4CCN(CC4)CCO. Drug 2: C#CCC(CC1=CN=C2C(=N1)C(=NC(=N2)N)N)C3=CC=C(C=C3)C(=O)NC(CCC(=O)O)C(=O)O. Cell line: NCI/ADR-RES. Synergy scores: CSS=16.0, Synergy_ZIP=-3.57, Synergy_Bliss=-0.0811, Synergy_Loewe=-4.22, Synergy_HSA=1.45. (3) Drug 1: CNC(=O)C1=CC=CC=C1SC2=CC3=C(C=C2)C(=NN3)C=CC4=CC=CC=N4. Drug 2: CC1OCC2C(O1)C(C(C(O2)OC3C4COC(=O)C4C(C5=CC6=C(C=C35)OCO6)C7=CC(=C(C(=C7)OC)O)OC)O)O. Cell line: SF-268. Synergy scores: CSS=20.1, Synergy_ZIP=2.67, Synergy_Bliss=0.871, Synergy_Loewe=-4.68, Synergy_HSA=-0.169. (4) Drug 2: CC1=C(C(=O)C2=C(C1=O)N3CC4C(C3(C2COC(=O)N)OC)N4)N. Drug 1: CN(C)C1=NC(=NC(=N1)N(C)C)N(C)C. Cell line: CAKI-1. Synergy scores: CSS=31.3, Synergy_ZIP=6.76, Synergy_Bliss=8.88, Synergy_Loewe=-21.1, Synergy_HSA=9.14. (5) Drug 1: CC1=C(C=C(C=C1)NC2=NC=CC(=N2)N(C)C3=CC4=NN(C(=C4C=C3)C)C)S(=O)(=O)N.Cl. Drug 2: CCC(=C(C1=CC=CC=C1)C2=CC=C(C=C2)OCCN(C)C)C3=CC=CC=C3.C(C(=O)O)C(CC(=O)O)(C(=O)O)O. Cell line: T-47D. Synergy scores: CSS=16.3, Synergy_ZIP=-0.629, Synergy_Bliss=5.01, Synergy_Loewe=2.16, Synergy_HSA=6.01.